The task is: Predict the reactants needed to synthesize the given product.. This data is from Full USPTO retrosynthesis dataset with 1.9M reactions from patents (1976-2016). Given the product [Br:1][C:2]1[CH:3]=[C:4]([C:7]([OH:9])=[O:8])[N:5]([CH2:11][CH:12]2[CH2:15][CH2:13]2)[CH:6]=1, predict the reactants needed to synthesize it. The reactants are: [Br:1][C:2]1[CH:3]=[C:4]([C:7]([O:9]C)=[O:8])[NH:5][CH:6]=1.[CH3:11][C:12]([CH3:15])([O-])[CH3:13].[K+].BrCC1CC1.